From a dataset of Full USPTO retrosynthesis dataset with 1.9M reactions from patents (1976-2016). Predict the reactants needed to synthesize the given product. Given the product [NH2:24][C:15]1[C:14]2=[N:13][N:12]([CH3:25])[C:11]([CH2:10][CH2:9][NH:8][C:32]([N:26]3[CH2:31][CH2:30][O:29][CH2:28][CH2:27]3)=[O:33])=[C:23]2[C:22]2[CH2:21][CH2:20][CH2:19][CH2:18][C:17]=2[N:16]=1, predict the reactants needed to synthesize it. The reactants are: C(N(CC)CC)C.[NH2:8][CH2:9][CH2:10][C:11]1[N:12]([CH3:25])[N:13]=[C:14]2[C:23]=1[C:22]1[CH2:21][CH2:20][CH2:19][CH2:18][C:17]=1[N:16]=[C:15]2[NH2:24].[N:26]1([C:32](Cl)=[O:33])[CH2:31][CH2:30][O:29][CH2:28][CH2:27]1.